From a dataset of M1 muscarinic receptor agonist screen with 61,833 compounds. Binary Classification. Given a drug SMILES string, predict its activity (active/inactive) in a high-throughput screening assay against a specified biological target. The drug is S(CC(=O)N1CCOCC1)c1n(c2cc(c(cc2)C)C)c(nn1)c1cccnc1. The result is 0 (inactive).